From a dataset of Reaction yield outcomes from USPTO patents with 853,638 reactions. Predict the reaction yield, written as a fraction of the theoretical maximum amount of product (1.0 means a 100% yield; for example, 0.34 means a 34% yield). (1) The reactants are [NH2:1][C:2]1[C:7]([OH:8])=[C:6]([Cl:9])[N:5]=[CH:4][N:3]=1.C([O-])([O-])=O.[Cs+].[Cs+].[F:16][C:17]([F:28])([F:27])[CH2:18]OS(C(F)(F)F)(=O)=O. The catalyst is CN(C=O)C. The product is [Cl:9][C:6]1[N:5]=[CH:4][N:3]=[C:2]([NH2:1])[C:7]=1[O:8][CH2:18][C:17]([F:28])([F:27])[F:16]. The yield is 0.780. (2) The catalyst is C(OCC)(=O)C. The yield is 0.480. The product is [CH2:13]([C:15]([OH:55])([CH2:53][CH3:54])[CH2:16][O:17][C@H:18]1[CH2:23][CH2:22][C@H:21]([N:24]2[C:29](=[O:30])[C:28]([CH2:31][C:32]3[CH:33]=[CH:34][C:35]([C:38]4[CH:43]=[CH:42][CH:41]=[CH:40][C:39]=4[C:44]4[NH:3][C:4](=[O:7])[O:5][N:45]=4)=[CH:36][CH:37]=3)=[C:27]([CH2:46][CH2:47][CH3:48])[N:26]3[N:49]=[C:50]([CH3:52])[N:51]=[C:25]23)[CH2:20][CH2:19]1)[CH3:14]. The reactants are [Cl-].O[NH3+:3].[C:4](=[O:7])([O-])[OH:5].[Na+].CS(C)=O.[CH2:13]([C:15]([OH:55])([CH2:53][CH3:54])[CH2:16][O:17][C@H:18]1[CH2:23][CH2:22][C@H:21]([N:24]2[C:29](=[O:30])[C:28]([CH2:31][C:32]3[CH:37]=[CH:36][C:35]([C:38]4[C:39]([C:44]#[N:45])=[CH:40][CH:41]=[CH:42][CH:43]=4)=[CH:34][CH:33]=3)=[C:27]([CH2:46][CH2:47][CH3:48])[N:26]3[N:49]=[C:50]([CH3:52])[N:51]=[C:25]23)[CH2:20][CH2:19]1)[CH3:14]. (3) The reactants are [CH3:1][C:2]1[CH:7]=[C:6]([O:8][C:9]2[CH:14]=[CH:13][C:12]([NH2:15])=[CH:11][CH:10]=2)[CH:5]=[CH:4][N:3]=1.[NH2:16][C:17]1[N:22]=[C:21](Cl)[CH:20]=[C:19]([Cl:24])[N:18]=1.Cl. The catalyst is O.CC(O)C. The product is [Cl:24][C:19]1[N:18]=[C:17]([NH2:16])[N:22]=[C:21]([NH:15][C:12]2[CH:13]=[CH:14][C:9]([O:8][C:6]3[CH:5]=[CH:4][N:3]=[C:2]([CH3:1])[CH:7]=3)=[CH:10][CH:11]=2)[CH:20]=1. The yield is 0.640. (4) The reactants are [F:1][C:2]([F:36])([F:35])[C:3]1[CH:4]=[C:5]([C:13]([CH3:34])([CH3:33])[C:14]([N:16]([C:18]2[CH:19]=[N:20][C:21](Cl)=[CH:22][C:23]=2[C:24]2[CH:29]=[CH:28][C:27]([F:30])=[CH:26][C:25]=2[CH3:31])[CH3:17])=[O:15])[CH:6]=[C:7]([C:9]([F:12])([F:11])[F:10])[CH:8]=1.[CH3:37][C:38]([O:41][C:42]([NH:44][C@@H:45]([CH2:50][C:51]#[CH:52])[C:46]([O:48][CH3:49])=[O:47])=[O:43])([CH3:40])[CH3:39].C1(P(C2C=CC=CC=2)C2C=CC=CC=2)C=CC=CC=1.C(NC(C)C)(C)C. The catalyst is C(N(CC)CC)C.Cl[Pd](Cl)([P](C1C=CC=CC=1)(C1C=CC=CC=1)C1C=CC=CC=1)[P](C1C=CC=CC=1)(C1C=CC=CC=1)C1C=CC=CC=1.[Cu]I. The product is [F:1][C:2]([F:36])([F:35])[C:3]1[CH:4]=[C:5]([C:13]([CH3:34])([CH3:33])[C:14]([N:16]([CH3:17])[C:18]2[C:23]([C:24]3[CH:29]=[CH:28][C:27]([F:30])=[CH:26][C:25]=3[CH3:31])=[CH:22][C:21]([C:52]#[C:51][CH2:50][C@H:45]([NH:44][C:42]([O:41][C:38]([CH3:40])([CH3:39])[CH3:37])=[O:43])[C:46]([O:48][CH3:49])=[O:47])=[N:20][CH:19]=2)=[O:15])[CH:6]=[C:7]([C:9]([F:12])([F:11])[F:10])[CH:8]=1. The yield is 0.552.